Binary Classification. Given a drug SMILES string, predict its activity (active/inactive) in a high-throughput screening assay against a specified biological target. From a dataset of M1 muscarinic receptor antagonist screen with 61,756 compounds. The drug is O(C(=O)C=1C(NC(=O)NC1C)c1ccc(NC(=O)C)cc1)CC. The result is 0 (inactive).